Task: Predict the reaction yield, written as a fraction of the theoretical maximum amount of product (1.0 means a 100% yield; for example, 0.34 means a 34% yield).. Dataset: Reaction yield outcomes from USPTO patents with 853,638 reactions (1) The reactants are Br[C:2]1[CH:7]=[CH:6][C:5]([CH2:8][CH2:9][CH2:10][N:11]2[C:19](=[O:20])[C:18]3[C:13](=[CH:14][CH:15]=[CH:16][CH:17]=3)[C:12]2=[O:21])=[CH:4][CH:3]=1.[CH3:22][C:23]1([CH3:39])[C:27]([CH3:29])([CH3:28])[O:26][B:25]([B:25]2[O:26][C:27]([CH3:29])([CH3:28])[C:23]([CH3:39])([CH3:22])[O:24]2)[O:24]1.C([O-])(=O)C.[K+2].C([O-])(=O)C. The catalyst is C1C=CC(P(C2C=CC=CC=2)[C-]2C=CC=C2)=CC=1.C1C=CC(P(C2C=CC=CC=2)[C-]2C=CC=C2)=CC=1.Cl[Pd]Cl.[Fe+2].C1(P(C2C=CC=CC=2)[C-]2C=CC=C2)C=CC=CC=1.[C-]1(P(C2C=CC=CC=2)C2C=CC=CC=2)C=CC=C1.[Fe+2].O1CCOCC1. The product is [CH3:22][C:23]1([CH3:39])[C:27]([CH3:29])([CH3:28])[O:26][B:25]([C:2]2[CH:7]=[CH:6][C:5]([CH2:8][CH2:9][CH2:10][N:11]3[C:19](=[O:20])[C:18]4[C:13](=[CH:14][CH:15]=[CH:16][CH:17]=4)[C:12]3=[O:21])=[CH:4][CH:3]=2)[O:24]1. The yield is 1.01. (2) The reactants are [CH3:1][O:2][CH2:3][O:4][C:5]1[CH:12]=[CH:11][C:8]([CH:9]=O)=[CH:7][C:6]=1[O:13][CH3:14].[CH3:15][C:16]([CH3:18])=[O:17].[OH-].[Na+].O. The catalyst is C(O)C. The product is [CH3:1][O:2][CH2:3][O:4][C:5]1[CH:12]=[CH:11][C:8]([CH:9]=[CH:15][C:16](=[O:17])[CH3:18])=[CH:7][C:6]=1[O:13][CH3:14]. The yield is 0.970. (3) The reactants are C[O:2][C:3](=[O:19])[C:4]1[C:5](=[C:10]([CH3:18])[C:11]([NH2:17])=[C:12]([N+:14]([O-:16])=[O:15])[CH:13]=1)[C:6]([O:8][CH3:9])=[O:7].[OH-].[Na+].Cl. The catalyst is C1COCC1.O. The product is [CH3:9][O:8][C:6](=[O:7])[C:5]1[C:4](=[CH:13][C:12]([N+:14]([O-:16])=[O:15])=[C:11]([NH2:17])[C:10]=1[CH3:18])[C:3]([OH:19])=[O:2]. The yield is 0.760.